From a dataset of Reaction yield outcomes from USPTO patents with 853,638 reactions. Predict the reaction yield, written as a fraction of the theoretical maximum amount of product (1.0 means a 100% yield; for example, 0.34 means a 34% yield). (1) The reactants are Br[CH2:2][C:3]1[O:4][C:5]([C:8]2[CH:13]=[CH:12][CH:11]=[CH:10][C:9]=2[N+:14]([O-:16])=[O:15])=[CH:6][CH:7]=1.[NH:17]1[CH:24]=[CH:23][C:21]([NH2:22])=[N:20][C:18]1=[O:19].C(=O)([O-])[O-].[Cs+].[Cs+]. The catalyst is CN(C=O)C. The product is [NH2:22][C:21]1[CH:23]=[CH:24][N:17]([CH2:2][C:3]2[O:4][C:5]([C:8]3[CH:13]=[CH:12][CH:11]=[CH:10][C:9]=3[N+:14]([O-:16])=[O:15])=[CH:6][CH:7]=2)[C:18](=[O:19])[N:20]=1. The yield is 0.670. (2) The reactants are BrC1NC(=O)C2C(C=1)=C[C:8]([O:12]C)=[C:7](OC)C=2.[C:17]1([C:17]2[C:22]([C:32]3[CH:37]=CC=[CH:37][CH:32]=3)=[CH:21][CH:20]=[CH:19][CH:18]=2)[C:18](B(O)O)=[CH:19][CH:20]=[CH:21][CH:22]=1.CC(C1C=C(C(C)C)C(C2C=CC=CC=2P(C2CCCCC2)C2CCCCC2)=C(C(C)C)C=1)C.C([O-])([O-])=[O:73].[K+].[K+]. The catalyst is CCOC(C)=O.CC([O-])=O.CC([O-])=O.[Pd+2]. The product is [CH3:7][CH2:8][O:12][C:32]([CH3:37])=[O:73].[CH3:19][CH2:18][CH2:17][CH2:22][CH2:21][CH3:20]. The yield is 0.710. (3) The reactants are C([O:3][C:4]([C:6]1[CH:7]=[N:8][C:9]2[C:14]([C:15]=1[NH:16][CH2:17][C:18]1[CH:23]=[CH:22][C:21]([O:24][CH3:25])=[C:20]([Cl:26])[CH:19]=1)=[CH:13][C:12]([C:27]#[N:28])=[CH:11][C:10]=2[CH2:29][CH3:30])=O)C.C(O[AlH-](OC(C)(C)C)OC(C)(C)C)(C)(C)C.[Li+].C1COCC1. The catalyst is C1COCC1. The product is [Cl:26][C:20]1[CH:19]=[C:18]([CH2:17][NH:16][C:15]2[C:14]3[C:9](=[C:10]([CH2:29][CH3:30])[CH:11]=[C:12]([C:27]#[N:28])[CH:13]=3)[N:8]=[CH:7][C:6]=2[CH2:4][OH:3])[CH:23]=[CH:22][C:21]=1[O:24][CH3:25]. The yield is 0.840. (4) The reactants are Br[C:2]1[CH:7]=[CH:6][C:5]([O:8][Si:9]([CH:16]([CH3:18])[CH3:17])([CH:13]([CH3:15])[CH3:14])[CH:10]([CH3:12])[CH3:11])=[CH:4][CH:3]=1.C([Li])CCC.[CH2:24]([O:31][C:32]1[CH:39]=[C:38]([O:40][CH2:41][O:42][CH3:43])[CH:37]=[CH:36][C:33]=1[CH:34]=[O:35])[C:25]1[CH:30]=[CH:29][CH:28]=[CH:27][CH:26]=1.O. The catalyst is O1CCCC1. The product is [CH2:24]([O:31][C:32]1[CH:39]=[C:38]([O:40][CH2:41][O:42][CH3:43])[CH:37]=[CH:36][C:33]=1[CH:34]([C:2]1[CH:7]=[CH:6][C:5]([O:8][Si:9]([CH:16]([CH3:18])[CH3:17])([CH:13]([CH3:15])[CH3:14])[CH:10]([CH3:12])[CH3:11])=[CH:4][CH:3]=1)[OH:35])[C:25]1[CH:26]=[CH:27][CH:28]=[CH:29][CH:30]=1. The yield is 0.790. (5) The reactants are [CH3:1][C:2]1[N:3]=[C:4]([C:13]2[CH:18]=[CH:17][CH:16]=[CH:15][CH:14]=2)[O:5][C:6]=1[CH2:7][C:8](OCC)=[O:9].[Li+].[BH4-].Cl. The catalyst is C1COCC1. The product is [CH3:1][C:2]1[N:3]=[C:4]([C:13]2[CH:18]=[CH:17][CH:16]=[CH:15][CH:14]=2)[O:5][C:6]=1[CH2:7][CH2:8][OH:9]. The yield is 0.250. (6) The reactants are [OH:1][C:2]1[C:3]([C:12]([C:14]2[CH:19]=[CH:18][CH:17]=[CH:16][CH:15]=2)=[O:13])=[CH:4][C:5]2[C:10]([CH:11]=1)=[CH:9][CH:8]=[CH:7][CH:6]=2.[CH3:20][O:21][C:22](=[O:42])[CH2:23][CH2:24][C:25]1[CH:30]=[CH:29][C:28]([O:31][CH2:32][CH2:33][C@H:34](OS(C)(=O)=O)[CH3:35])=[CH:27][C:26]=1[CH3:41].C(=O)([O-])[O-].[Cs+].[Cs+]. The catalyst is CN(C=O)C. The product is [CH3:20][O:21][C:22](=[O:42])[CH2:23][CH2:24][C:25]1[CH:30]=[CH:29][C:28]([O:31][CH2:32][CH2:33][C@H:34]([O:1][C:2]2[C:3]([C:12](=[O:13])[C:14]3[CH:19]=[CH:18][CH:17]=[CH:16][CH:15]=3)=[CH:4][C:5]3[C:10](=[CH:9][CH:8]=[CH:7][CH:6]=3)[CH:11]=2)[CH3:35])=[CH:27][C:26]=1[CH3:41]. The yield is 0.710. (7) The reactants are [CH:1]([C:3]1[CH:8]=[C:7](Br)[CH:6]=[C:5]([CH:10]=[O:11])[C:4]=1[OH:12])=[O:2].[CH2:13]=[CH:14][CH2:15][CH2:16][CH2:17][CH2:18][CH2:19][CH2:20][CH2:21][CH2:22][CH2:23][CH3:24].C([O-])(O)=O.[Na+].[Li+].[Cl-]. The catalyst is [Br-].C([N+](CCCC)(CCCC)CCCC)CCC.C([O-])(=O)C.C([O-])(=O)C.[Pd+2]. The product is [CH:1]([C:3]1[CH:8]=[C:7]([CH:13]=[CH:14][CH2:15][CH2:16][CH2:17][CH2:18][CH2:19][CH2:20][CH2:21][CH2:22][CH2:23][CH3:24])[CH:6]=[C:5]([CH:10]=[O:11])[C:4]=1[OH:12])=[O:2]. The yield is 0.510. (8) The reactants are [NH2:1][C:2]1[CH:10]=[C:9]([O:11][CH3:12])[CH:8]=[C:7]([O:13][CH3:14])[C:3]=1[C:4]([NH2:6])=[O:5].[CH3:15][O:16][CH2:17][CH2:18][O:19][C:20]1[C:27]([CH3:28])=[CH:26][C:23]([CH:24]=O)=[CH:22][C:21]=1[CH3:29].OS([O-])=O.[Na+].CC1C=CC(S(O)(=O)=O)=CC=1. The catalyst is CN(C)C(=O)C. The product is [CH3:14][O:13][C:7]1[CH:8]=[C:9]([O:11][CH3:12])[CH:10]=[C:2]2[C:3]=1[C:4](=[O:5])[NH:6][C:24]([C:23]1[CH:26]=[C:27]([CH3:28])[C:20]([O:19][CH2:18][CH2:17][O:16][CH3:15])=[C:21]([CH3:29])[CH:22]=1)=[N:1]2. The yield is 0.430. (9) The reactants are [OH:1][C:2]1[CH:3]=[C:4]2[C:9](=[CH:10][CH:11]=1)[S:8][C:7]([CH3:13])([CH3:12])[CH2:6][C:5]2=[O:14].[F:15][C:16]([F:29])([F:28])[S:17](O[S:17]([C:16]([F:29])([F:28])[F:15])(=[O:19])=[O:18])(=[O:19])=[O:18]. The catalyst is N1C=CC=CC=1. The product is [F:15][C:16]([F:29])([F:28])[S:17]([O:1][C:2]1[CH:3]=[C:4]2[C:9](=[CH:10][CH:11]=1)[S:8][C:7]([CH3:12])([CH3:13])[CH2:6][C:5]2=[O:14])(=[O:19])=[O:18]. The yield is 0.470. (10) The reactants are [Br:1][C:2]1[CH:7]=[CH:6][C:5](I)=[CH:4][CH:3]=1.C([Li])CCC.CCCCCC.CON(C)[C:23]([C:25]1([C:28]([F:31])([F:30])[F:29])[CH2:27][CH2:26]1)=[O:24].[Cl-].[NH4+]. The catalyst is O1CCCC1. The product is [Br:1][C:2]1[CH:7]=[CH:6][C:5]([C:23]([C:25]2([C:28]([F:31])([F:30])[F:29])[CH2:27][CH2:26]2)=[O:24])=[CH:4][CH:3]=1. The yield is 0.760.